From a dataset of Reaction yield outcomes from USPTO patents with 853,638 reactions. Predict the reaction yield, written as a fraction of the theoretical maximum amount of product (1.0 means a 100% yield; for example, 0.34 means a 34% yield). (1) The reactants are F[C:2]1[C:7]([C:8]2[N:13]=[C:12]([CH3:14])[N:11]=[C:10](SC)[N:9]=2)=[CH:6][C:5]([CH2:17][N:18]2[CH2:23][CH2:22][N:21]([S:24]([CH3:27])(=[O:26])=[O:25])[CH2:20][CH2:19]2)=[CH:4][N:3]=1.[CH3:28][O:29][C:30]1[CH:31]=[C:32]([NH2:36])[CH:33]=[N:34][CH:35]=1.C[N:38](C=O)C.[Li+].C[Si]([N-][Si](C)(C)C)(C)C.C1COCC1.N.CC(O)C. The catalyst is O.C(OCC)(=O)C. The product is [CH3:28][O:29][C:30]1[CH:31]=[C:32]([NH:36][C:2]2[C:7]([C:8]3[N:13]=[C:12]([CH3:14])[N:11]=[C:10]([NH2:38])[N:9]=3)=[CH:6][C:5]([CH2:17][N:18]3[CH2:23][CH2:22][N:21]([S:24]([CH3:27])(=[O:25])=[O:26])[CH2:20][CH2:19]3)=[CH:4][N:3]=2)[CH:33]=[N:34][CH:35]=1. The yield is 0.187. (2) The reactants are [NH2:1][C:2]1[CH:11]=[CH:10][C:5]([C:6]([O:8][CH3:9])=[O:7])=[CH:4][C:3]=1[N+:12]([O-:14])=[O:13].[OH-].[Na+].[C:17](=O)([O-])[O-].[K+].[K+].COS(=O)(=O)OC. The catalyst is [Br-].C([N+](CCCC)(CCCC)CCCC)CCC.C1(C)C=CC=CC=1. The product is [CH3:17][NH:1][C:2]1[CH:11]=[CH:10][C:5]([C:6]([O:8][CH3:9])=[O:7])=[CH:4][C:3]=1[N+:12]([O-:14])=[O:13]. The yield is 0.970. (3) The reactants are [CH3:1][O:2][C:3](=[O:11])[CH2:4][CH2:5][CH2:6][CH2:7][C:8](Cl)=[O:9].O[NH:13][C:14](=[NH:23])[C:15]1[CH:20]=[CH:19][CH:18]=[CH:17][C:16]=1[O:21][CH3:22]. The catalyst is N1C=CC=CC=1.O. The product is [CH3:1][O:2][C:3](=[O:11])[CH2:4][CH2:5][CH2:6][CH2:7][C:8]1[O:9][N:23]=[C:14]([C:15]2[CH:20]=[CH:19][CH:18]=[CH:17][C:16]=2[O:21][CH3:22])[N:13]=1. The yield is 0.550. (4) The reactants are [CH3:1][C:2]1([CH3:26])[C:6]([C:7]2[CH:8]=[C:9]([CH:14]=[C:15]([F:25])[C:16]=2OS(C(F)(F)F)(=O)=O)[C:10]([O:12][CH3:13])=[O:11])=[CH:5][CH2:4][CH2:3]1.COC1C=CC=C(OC)C=1C1C=CC=CC=1P(C1CCCCC1)C1CCCCC1.[F:56][C:57]1[CH:62]=[CH:61][C:60]([O:63][CH3:64])=[CH:59][C:58]=1B(O)O.[O-]P([O-])([O-])=O.[K+].[K+].[K+]. The catalyst is CN(C=O)C.O.C([O-])(=O)C.[Pd+2].C([O-])(=O)C. The product is [CH3:26][C:2]1([CH3:1])[C:6]([C:7]2[CH:8]=[C:9]([C:10]([O:12][CH3:13])=[O:11])[CH:14]=[C:15]([F:25])[C:16]=2[C:58]2[CH:59]=[C:60]([O:63][CH3:64])[CH:61]=[CH:62][C:57]=2[F:56])=[CH:5][CH2:4][CH2:3]1. The yield is 0.950. (5) The reactants are [F:1][C:2]1[CH:7]=[CH:6][CH:5]=[C:4]([F:8])[C:3]=1[OH:9].C1C(=O)N([Br:17])C(=O)C1. The catalyst is CN(C=O)C. The product is [Br:17][C:6]1[CH:7]=[C:2]([F:1])[C:3]([OH:9])=[C:4]([F:8])[CH:5]=1. The yield is 0.860.